Task: Predict which catalyst facilitates the given reaction.. Dataset: Catalyst prediction with 721,799 reactions and 888 catalyst types from USPTO (1) Reactant: [C:1]([O:5][C:6](=[O:41])[NH:7][C@H:8]1[CH2:13][CH2:12][C@@H:11]([N:14]2[C:19](=[O:20])[C:18]3[CH:21]=[C:22]([F:25])[CH:23]=[N:24][C:17]=3[N:16]([C:26]3[CH:27]=[C:28]([C:32]4[CH:37]=[CH:36][C:35]([CH:38]=O)=[CH:34][CH:33]=4)[CH:29]=[CH:30][CH:31]=3)[C:15]2=[O:40])[CH2:10][CH2:9]1)([CH3:4])([CH3:3])[CH3:2].Cl.[O:43]1[CH2:49][CH2:48][CH2:47][NH:46][CH2:45][CH2:44]1.C(O[BH-](OC(=O)C)OC(=O)C)(=O)C.[Na+]. Product: [C:1]([O:5][C:6](=[O:41])[NH:7][C@H:8]1[CH2:13][CH2:12][C@@H:11]([N:14]2[C:19](=[O:20])[C:18]3[CH:21]=[C:22]([F:25])[CH:23]=[N:24][C:17]=3[N:16]([C:26]3[CH:27]=[C:28]([C:32]4[CH:37]=[CH:36][C:35]([CH2:38][N:46]5[CH2:47][CH2:48][CH2:49][O:43][CH2:44][CH2:45]5)=[CH:34][CH:33]=4)[CH:29]=[CH:30][CH:31]=3)[C:15]2=[O:40])[CH2:10][CH2:9]1)([CH3:4])([CH3:2])[CH3:3]. The catalyst class is: 26. (2) Product: [Br:7][C:8]1[CH:13]=[C:12]([F:14])[C:11]([O:15][CH3:16])=[CH:10][C:9]=1[C:17]([OH:2])=[O:18]. Reactant: [Mn]([O-])(=O)(=O)=[O:2].[K+].[Br:7][C:8]1[CH:13]=[C:12]([F:14])[C:11]([O:15][CH3:16])=[CH:10][C:9]=1[CH3:17].[OH2:18]. The catalyst class is: 17. (3) Reactant: [NH2:1][CH2:2][CH2:3][OH:4].[H-].[Na+].Cl[C:8]1[CH:13]=[CH:12][CH:11]=[CH:10][N:9]=1. Product: [N:9]1[CH:10]=[CH:11][CH:12]=[CH:13][C:8]=1[O:4][CH2:3][CH2:2][NH2:1]. The catalyst class is: 12.